Dataset: Catalyst prediction with 721,799 reactions and 888 catalyst types from USPTO. Task: Predict which catalyst facilitates the given reaction. (1) Reactant: NO.[C:3](=[O:6])([O-])[OH:4].[Na+].[Cl:8][C:9]1[CH:10]=[CH:11][C:12]2[N:13]([CH:15]=[C:16]([NH:18][C:19](=[O:31])[C:20]3[CH:25]=[CH:24][C:23]([C:26]([C:29]#[N:30])([CH3:28])[CH3:27])=[CH:22][CH:21]=3)[N:17]=2)[CH:14]=1.[N:32]12CCCN=C1CCCCC2. Product: [Cl:8][C:9]1[CH:10]=[CH:11][C:12]2[N:13]([CH:15]=[C:16]([NH:18][C:19](=[O:31])[C:20]3[CH:25]=[CH:24][C:23]([C:26]([CH3:28])([C:29]4[NH:32][C:3](=[O:6])[O:4][N:30]=4)[CH3:27])=[CH:22][CH:21]=3)[N:17]=2)[CH:14]=1. The catalyst class is: 58. (2) Reactant: [Cl:1][C:2]1[N:3]=[CH:4][C:5]2[CH:10]=[C:9]([CH:11]([O:15][CH2:16][CH3:17])[O:12][CH2:13][CH3:14])[N:8]([CH2:18][CH2:19][NH:20][C:21](=[O:27])[O:22][C:23]([CH3:26])([CH3:25])[CH3:24])[C:6]=2[N:7]=1.[I:28]N1C(C)(C)C(=O)N(I)C1=O.C([O-])(O)=O.[Na+]. Product: [Cl:1][C:2]1[N:3]=[CH:4][C:5]2[C:10]([I:28])=[C:9]([CH:11]([O:15][CH2:16][CH3:17])[O:12][CH2:13][CH3:14])[N:8]([CH2:18][CH2:19][NH:20][C:21](=[O:27])[O:22][C:23]([CH3:25])([CH3:24])[CH3:26])[C:6]=2[N:7]=1. The catalyst class is: 10. (3) The catalyst class is: 18. Product: [CH3:34][C:31]1[C:30]2[CH:38]=[CH:39][C:27]([O:26][CH2:25][CH2:24][O:1][C:2]3[CH:3]=[C:4]4[C:8](=[CH:9][CH:10]=3)[C@H:7]([CH2:11][C:12]([OH:14])=[O:13])[CH2:6][CH2:5]4)=[C:28]([CH2:40][CH2:41][CH3:42])[C:29]=2[O:33][N:32]=1. Reactant: [OH:1][C:2]1[CH:3]=[C:4]2[C:8](=[CH:9][CH:10]=1)[C@H:7]([CH2:11][C:12]([O:14]CC)=[O:13])[CH2:6][CH2:5]2.C([O-])([O-])=O.[Cs+].[Cs+].Br[CH2:24][CH2:25][O:26][C:27]1[CH:39]=[CH:38][C:30]2[C:31]([C:34](F)(F)F)=[N:32][O:33][C:29]=2[C:28]=1[CH2:40][CH2:41][CH3:42]. (4) Reactant: [Br:1][C:2]1[CH:10]=[CH:9][CH:8]=[C:7]2[C:3]=1[CH:4]=[CH:5][NH:6]2.ClS([N:15]=[C:16]=O)(=O)=O. Product: [Br:1][C:2]1[CH:10]=[CH:9][CH:8]=[C:7]2[C:3]=1[C:4]([C:16]#[N:15])=[CH:5][NH:6]2. The catalyst class is: 10. (5) Reactant: [ClH:1].[O:2]1[CH:6]=[N:5][C:4]([C:7]2[CH:12]=[CH:11][C:10]([C@H:13]3[CH2:18][N:17](C(OC(C)(C)C)=O)[CH2:16][CH2:15][N:14]3C(OC(C)(C)C)=O)=[CH:9][CH:8]=2)=[N:3]1. Product: [ClH:1].[ClH:1].[O:2]1[CH:6]=[N:5][C:4]([C:7]2[CH:12]=[CH:11][C:10]([C@H:13]3[CH2:18][NH:17][CH2:16][CH2:15][NH:14]3)=[CH:9][CH:8]=2)=[N:3]1. The catalyst class is: 370. (6) Reactant: [CH:1]1([C:7]2[CH:12]=[C:11]([C:13]([F:16])([F:15])[F:14])[CH:10]=[CH:9][C:8]=2[OH:17])[CH2:6][CH2:5][CH2:4][CH:3]=[CH:2]1.C(=O)([O-])[O-].[Cs+].[Cs+].Br[CH2:25][C:26]([O:28][CH2:29][CH3:30])=[O:27].Cl. Product: [CH2:29]([O:28][C:26](=[O:27])[CH2:25][O:17][C:8]1[CH:9]=[CH:10][C:11]([C:13]([F:15])([F:16])[F:14])=[CH:12][C:7]=1[CH:1]1[CH2:6][CH2:5][CH2:4][CH:3]=[CH:2]1)[CH3:30]. The catalyst class is: 3.